Dataset: Reaction yield outcomes from USPTO patents with 853,638 reactions. Task: Predict the reaction yield, written as a fraction of the theoretical maximum amount of product (1.0 means a 100% yield; for example, 0.34 means a 34% yield). The reactants are [F:1][C:2]1[CH:7]=[CH:6][C:5]([N:8]2[C:12]([CH2:13]Br)=[CH:11][C:10]([C:15]([F:18])([F:17])[F:16])=[N:9]2)=[CH:4][C:3]=1[C:19]#[N:20].[OH2:21]. The catalyst is CS(C)=O.[Cu-]=O. The product is [F:1][C:2]1[CH:7]=[CH:6][C:5]([N:8]2[C:12]([CH2:13][OH:21])=[CH:11][C:10]([C:15]([F:18])([F:17])[F:16])=[N:9]2)=[CH:4][C:3]=1[C:19]#[N:20]. The yield is 0.920.